This data is from Forward reaction prediction with 1.9M reactions from USPTO patents (1976-2016). The task is: Predict the product of the given reaction. (1) The product is: [C:1]1([CH:11]=[CH:12][CH:13]=[O:14])[C:10]2[C:5](=[CH:6][CH:7]=[CH:8][CH:9]=2)[CH:4]=[CH:3][CH:2]=1. Given the reactants [C:1]1([CH:11]=[CH:12][C:13](Cl)=[O:14])[C:10]2[C:5](=[CH:6][CH:7]=[CH:8][CH:9]=2)[CH:4]=[CH:3][CH:2]=1.C1(P(C2C=CC=CC=2)C2C=CC=CC=2)C=CC=CC=1, predict the reaction product. (2) Given the reactants [CH3:1][NH:2][C:3]([C:5]1[C:10](=[O:11])[C:9]([C:12]2[CH:17]=[CH:16][CH:15]=[C:14]([C:18]([F:21])([F:20])[F:19])[CH:13]=2)=[C:8]([CH3:22])[N:7]([CH2:23][C:24]2[CH:29]=[CH:28][C:27]([C:30]#[N:31])=[CH:26][C:25]=2Br)[CH:6]=1)=[O:4].[CH2:33]([S:36]([O-:38])=[O:37])[CH2:34][CH3:35].[Na+].N1CCC[C@H]1C(O)=O.C([O-])([O-])=O.[K+].[K+], predict the reaction product. The product is: [CH3:1][NH:2][C:3]([C:5]1[C:10](=[O:11])[C:9]([C:12]2[CH:17]=[CH:16][CH:15]=[C:14]([C:18]([F:21])([F:20])[F:19])[CH:13]=2)=[C:8]([CH3:22])[N:7]([CH2:23][C:24]2[CH:29]=[CH:28][C:27]([C:30]#[N:31])=[CH:26][C:25]=2[S:36]([CH2:33][CH2:34][CH3:35])(=[O:38])=[O:37])[CH:6]=1)=[O:4]. (3) Given the reactants C([O:8][C:9]1[CH:14]=[CH:13][N:12]([C:15]2[CH:16]=[N:17][C:18]([N:21]3[CH2:25][CH2:24][C@@H:23]([OH:26])[CH2:22]3)=[CH:19][CH:20]=2)[C:11](=[O:27])[CH:10]=1)C1C=CC=CC=1.CC1CC=CCC=1, predict the reaction product. The product is: [OH:8][C:9]1[CH:14]=[CH:13][N:12]([C:15]2[CH:16]=[N:17][C:18]([N:21]3[CH2:25][CH2:24][C@@H:23]([OH:26])[CH2:22]3)=[CH:19][CH:20]=2)[C:11](=[O:27])[CH:10]=1.